Dataset: Reaction yield outcomes from USPTO patents with 853,638 reactions. Task: Predict the reaction yield, written as a fraction of the theoretical maximum amount of product (1.0 means a 100% yield; for example, 0.34 means a 34% yield). (1) The reactants are [C:1]([NH:4][NH2:5])(N)=[NH:2].Cl.[CH:7]1([C:10]2[C:19]3[C:14](=[CH:15][CH:16]=[CH:17][CH:18]=3)[C:13]([N:20]=[C:21]=[S:22])=[CH:12][CH:11]=2)[CH2:9][CH2:8]1.C(N(C(C)C)CC)(C)C. The catalyst is CN(C=O)C. The product is [NH2:2][C:1]1[N:20]([C:13]2[C:14]3[C:19](=[CH:18][CH:17]=[CH:16][CH:15]=3)[C:10]([CH:7]3[CH2:9][CH2:8]3)=[CH:11][CH:12]=2)[C:21]([SH:22])=[N:5][N:4]=1. The yield is 0.490. (2) The reactants are [C:1]1(=O)[CH2:7][CH2:6][CH2:5][CH2:4][CH2:3][CH2:2]1.[CH3:9][O:10][C:11]1[CH:16]=[CH:15][C:14]([C:17]([C:19]2[CH:26]=[CH:25][C:22]([C:23]#[N:24])=[CH:21][CH:20]=2)=O)=[CH:13][CH:12]=1. No catalyst specified. The product is [C:1]1(=[C:17]([C:14]2[CH:15]=[CH:16][C:11]([O:10][CH3:9])=[CH:12][CH:13]=2)[C:19]2[CH:26]=[CH:25][C:22]([C:23]#[N:24])=[CH:21][CH:20]=2)[CH2:7][CH2:6][CH2:5][CH2:4][CH2:3][CH2:2]1. The yield is 0.560. (3) The reactants are O=[C:2]1[O:7][C:6]([C:8]2[CH:13]=[CH:12][CH:11]=[CH:10][C:9]=2[O:14]C(=O)C)=[N:5][C:4]2[CH:18]=[CH:19][CH:20]=[CH:21][C:3]1=2.[F:22][C:23]1[CH:28]=[CH:27][C:26]([CH2:29][CH2:30][NH2:31])=[CH:25][CH:24]=1. No catalyst specified. The product is [F:22][C:23]1[CH:28]=[CH:27][C:26]([CH2:29][CH2:30][N:31]2[C:2](=[O:7])[C:3]3[C:4](=[CH:18][CH:19]=[CH:20][CH:21]=3)[N:5]=[C:6]2[C:8]2[CH:13]=[CH:12][CH:11]=[CH:10][C:9]=2[OH:14])=[CH:25][CH:24]=1. The yield is 0.800. (4) The reactants are [OH:1][CH2:2][C@@H:3]1[C@:12]2([CH3:13])[C@H:7]([C:8]([CH3:15])([CH3:14])[CH2:9][CH2:10][CH2:11]2)[CH2:6][CH2:5][C@@:4]1([CH3:17])[OH:16].CC1C=NC2C(C=1C)=CC=C1C=2N=CC(C)=C1C.C([O-])([O-])=O.[Cs+].[Cs+].[CH2:42]([O:49][C:50]1[CH:55]=[C:54](I)[CH:53]=[C:52]([O:57][CH2:58][C:59]2[CH:64]=[CH:63][CH:62]=[CH:61][CH:60]=2)[CH:51]=1)[C:43]1[CH:48]=[CH:47][CH:46]=[CH:45][CH:44]=1. The catalyst is C1(C)C=CC=CC=1.COCCOCCOC.[Cu]I. The product is [CH2:42]([O:49][C:50]1[CH:55]=[C:54]([CH:53]=[C:52]([O:57][CH2:58][C:59]2[CH:64]=[CH:63][CH:62]=[CH:61][CH:60]=2)[CH:51]=1)[O:1][CH2:2][C@@H:3]1[C@:12]2([CH3:13])[C@H:7]([C:8]([CH3:15])([CH3:14])[CH2:9][CH2:10][CH2:11]2)[CH2:6][CH2:5][C@@:4]1([CH3:17])[OH:16])[C:43]1[CH:44]=[CH:45][CH:46]=[CH:47][CH:48]=1. The yield is 0.440. (5) The reactants are CC(C)([O-])C.[Na+].C1C=CC(P(C2C(C3C(P(C4C=CC=CC=4)C4C=CC=CC=4)=CC=C4C=3C=CC=C4)=C3C(C=CC=C3)=CC=2)C2C=CC=CC=2)=CC=1.Cl[C:54]1[CH:55]=[CH:56][CH:57]=[C:58]2[C:63]=1[N:62]=[CH:61][N:60]([C:64]1[CH:65]=[C:66]([NH:71][C:72](=[O:84])[C:73]3[CH:78]=[CH:77][CH:76]=[C:75]([C:79]([C:82]#[N:83])([CH3:81])[CH3:80])[CH:74]=3)[CH:67]=[CH:68][C:69]=1[CH3:70])[C:59]2=[O:85].[NH2:86][CH2:87][C:88]([NH:90][CH3:91])=[O:89].Cl. The catalyst is C1C=CC(/C=C/C(/C=C/C2C=CC=CC=2)=O)=CC=1.C1C=CC(/C=C/C(/C=C/C2C=CC=CC=2)=O)=CC=1.C1C=CC(/C=C/C(/C=C/C2C=CC=CC=2)=O)=CC=1.[Pd].[Pd]. The product is [C:82]([C:79]([C:75]1[CH:74]=[C:73]([CH:78]=[CH:77][CH:76]=1)[C:72]([NH:71][C:66]1[CH:67]=[CH:68][C:69]([CH3:70])=[C:64]([N:60]2[C:59](=[O:85])[C:58]3[C:63](=[C:54]([NH:86][CH2:87][C:88](=[O:89])[NH:90][CH3:91])[CH:55]=[CH:56][CH:57]=3)[N:62]=[CH:61]2)[CH:65]=1)=[O:84])([CH3:80])[CH3:81])#[N:83]. The yield is 0.350. (6) The reactants are [C:1]([O:5][C:6](=[O:35])[NH:7][C@H:8]1[CH2:12][CH2:11][C@H:10]([NH:13][C:14]2[C:19]([N+:20]([O-])=O)=[CH:18][N:17]=[C:16]3[N:23]([S:26]([C:29]4[CH:34]=[CH:33][CH:32]=[CH:31][CH:30]=4)(=[O:28])=[O:27])[CH:24]=[CH:25][C:15]=23)[CH2:9]1)([CH3:4])([CH3:3])[CH3:2]. The catalyst is C(O)(=O)C.[OH-].[Pd+2].[OH-]. The product is [C:1]([O:5][C:6](=[O:35])[NH:7][C@H:8]1[CH2:12][CH2:11][C@H:10]([NH:13][C:14]2[C:19]([NH2:20])=[CH:18][N:17]=[C:16]3[N:23]([S:26]([C:29]4[CH:34]=[CH:33][CH:32]=[CH:31][CH:30]=4)(=[O:28])=[O:27])[CH:24]=[CH:25][C:15]=23)[CH2:9]1)([CH3:4])([CH3:2])[CH3:3]. The yield is 0.520.